From a dataset of Forward reaction prediction with 1.9M reactions from USPTO patents (1976-2016). Predict the product of the given reaction. (1) Given the reactants Br[C:2]1[CH:7]=[CH:6][CH:5]=[CH:4][C:3]=1[C:8]1[CH:13]=[CH:12][CH:11]=[CH:10][C:9]=1[Cl:14].[Li]CCCC.CCCCCC.CON(C)[C:29]([C@@H:31]1[CH2:36][CH2:35][CH2:34][N:33]([C:37]([O:39][C:40]([CH3:43])([CH3:42])[CH3:41])=[O:38])[CH2:32]1)=[O:30], predict the reaction product. The product is: [C:40]([O:39][C:37]([N:33]1[CH2:34][CH2:35][CH2:36][C@@H:31]([C:29](=[O:30])[C:2]2[CH:7]=[CH:6][CH:5]=[CH:4][C:3]=2[C:8]2[CH:13]=[CH:12][CH:11]=[CH:10][C:9]=2[Cl:14])[CH2:32]1)=[O:38])([CH3:43])([CH3:42])[CH3:41]. (2) Given the reactants [Cl:1][C:2]1[CH:31]=[CH:30][C:5]([CH2:6][N:7]2[C:15]3[C:10](=[CH:11][C:12](/[CH:16]=[C:17]4/[C:18](=[O:29])[N:19]([C@H:23]5[C@H:27]([F:28])[CH2:26][NH:25][CH2:24]5)[C:20](=[O:22])[S:21]/4)=[CH:13][CH:14]=3)[CH:9]=[N:8]2)=[C:4]([C:32]([F:35])([F:34])[F:33])[CH:3]=1.[CH:36](=O)[CH3:37], predict the reaction product. The product is: [Cl:1][C:2]1[CH:31]=[CH:30][C:5]([CH2:6][N:7]2[C:15]3[C:10](=[CH:11][C:12](/[CH:16]=[C:17]4/[C:18](=[O:29])[N:19]([C@H:23]5[C@H:27]([F:28])[CH2:26][N:25]([CH2:36][CH3:37])[CH2:24]5)[C:20](=[O:22])[S:21]/4)=[CH:13][CH:14]=3)[CH:9]=[N:8]2)=[C:4]([C:32]([F:34])([F:35])[F:33])[CH:3]=1. (3) Given the reactants [CH2:1]([NH:8][C:9]([C@H:11]1[CH2:15][C@@H:14]([O:16][CH2:17][CH3:18])[CH2:13][N:12]1C(OC(C)(C)C)=O)=O)[C:2]1[CH:7]=[CH:6][CH:5]=[CH:4][CH:3]=1.C(OCC)(=O)C.C(OCC)(=O)C.Cl, predict the reaction product. The product is: [CH2:1]([NH:8][CH2:9][C@H:11]1[CH2:15][C@@H:14]([O:16][CH2:17][CH3:18])[CH2:13][NH:12]1)[C:2]1[CH:3]=[CH:4][CH:5]=[CH:6][CH:7]=1. (4) The product is: [F:1][C:2]1[CH:3]=[C:4]([S:8]([C:11]2[CH:16]=[CH:15][C:14]3[C:17]4[CH2:22][CH2:21][NH:20][C:19]([CH2:24][NH:25][C:26](=[O:30])[CH3:27])([CH3:23])[C:18]=4[O:31][C:13]=3[CH:12]=2)(=[O:9])=[O:10])[CH:5]=[CH:6][CH:7]=1. Given the reactants [F:1][C:2]1[CH:3]=[C:4]([S:8]([C:11]2[CH:16]=[CH:15][C:14]3[C:17]4[CH2:22][CH2:21][NH:20][C:19]([CH2:24][NH:25][C:26](=[O:30])[CH:27](C)C)([CH3:23])[C:18]=4[O:31][C:13]=3[CH:12]=2)(=[O:10])=[O:9])[CH:5]=[CH:6][CH:7]=1.CC(OCC1C2C(=CC=CC=2)C(COC(C)=O)=C2C=1C=CC=C2)=O.CC(C)C(OC(=O)C(C)C)=O, predict the reaction product. (5) Given the reactants [CH:1]([N:4]1[C:12]2[CH2:11][CH2:10][NH:9][CH2:8][C:7]=2[C:6]([C:13]([O:15][CH2:16][CH3:17])=[O:14])=[N:5]1)([CH3:3])[CH3:2], predict the reaction product. The product is: [CH:1]([N:4]1[C:12]2[CH:11]=[CH:10][N:9]=[CH:8][C:7]=2[C:6]([C:13]([O:15][CH2:16][CH3:17])=[O:14])=[N:5]1)([CH3:3])[CH3:2].